Dataset: Forward reaction prediction with 1.9M reactions from USPTO patents (1976-2016). Task: Predict the product of the given reaction. Given the reactants [CH3:1][O:2][C:3]1[CH:4]=[C:5]([CH:32]=[CH:33][C:34]=1[O:35][CH2:36][C:37]1[CH:38]=[N:39][C:40]([O:43][CH3:44])=[CH:41][CH:42]=1)[CH2:6][N:7]1[C:11]2[CH:12]=[CH:13][C:14]([N:16]3[CH2:19][C:18]4([CH2:24][CH2:23][N:22](C(OC(C)(C)C)=O)[CH2:21][CH2:20]4)[CH2:17]3)=[CH:15][C:10]=2[N:9]=[CH:8]1.FC(F)(F)C(O)=O, predict the reaction product. The product is: [CH3:1][O:2][C:3]1[CH:4]=[C:5]([CH:32]=[CH:33][C:34]=1[O:35][CH2:36][C:37]1[CH:38]=[N:39][C:40]([O:43][CH3:44])=[CH:41][CH:42]=1)[CH2:6][N:7]1[C:11]2[CH:12]=[CH:13][C:14]([N:16]3[CH2:19][C:18]4([CH2:24][CH2:23][NH:22][CH2:21][CH2:20]4)[CH2:17]3)=[CH:15][C:10]=2[N:9]=[CH:8]1.